Dataset: Reaction yield outcomes from USPTO patents with 853,638 reactions. Task: Predict the reaction yield, written as a fraction of the theoretical maximum amount of product (1.0 means a 100% yield; for example, 0.34 means a 34% yield). (1) The reactants are [CH3:1][N:2]1[CH2:10][CH2:9][CH:5]([C:6]([NH2:8])=O)[CH2:4][CH2:3]1.[H-].[Al+3].[Li+].[H-].[H-].[H-].O.[OH-].[Na+]. The catalyst is C1COCC1. The product is [NH2:8][CH2:6][CH:5]1[CH2:9][CH2:10][N:2]([CH3:1])[CH2:3][CH2:4]1. The yield is 0.110. (2) The reactants are [F:1][C:2]1[CH:3]=[C:4]2[C:8](=[CH:9][CH:10]=1)[N:7]([CH2:11][C:12]1[CH:17]=[CH:16][CH:15]=[CH:14][CH:13]=1)[C:6](=[O:18])[C:5]2=O.CCOCC. The catalyst is CCCCCC. The product is [CH2:11]([N:7]1[C:8]2[C:4](=[CH:3][C:2]([F:1])=[CH:10][CH:9]=2)[CH2:5][C:6]1=[O:18])[C:12]1[CH:17]=[CH:16][CH:15]=[CH:14][CH:13]=1. The yield is 0.750. (3) The product is [NH2:8][CH2:16][C@@H:17]1[O:21][C:20](=[O:22])[N:19]([C:23]2[CH:28]=[CH:27][C:26]([N:29]3[CH2:30][CH2:31][O:32][CH2:33][CH2:34]3)=[C:25]([F:35])[CH:24]=2)[CH2:18]1. The yield is 0.930. The catalyst is [Pd].CC(C)=O. The reactants are C([N:8]([CH2:16][C@@H:17]1[O:21][C:20](=[O:22])[N:19]([C:23]2[CH:28]=[CH:27][C:26]([N:29]3[CH2:34][CH2:33][O:32][CH2:31][CH2:30]3)=[C:25]([F:35])[CH:24]=2)[CH2:18]1)CC1C=CC=CC=1)C1C=CC=CC=1.N#N.[H][H]. (4) The reactants are [CH2:1]([O:8][C:9]1[CH:14]=[CH:13][C:12]([CH2:15][CH2:16][C:17]([O:19]C)=[O:18])=[CH:11][CH:10]=1)[C:2]1[CH:7]=[CH:6][CH:5]=[CH:4][CH:3]=1.[OH-].[K+].Cl. The catalyst is C(O)C.C1COCC1. The product is [CH2:1]([O:8][C:9]1[CH:10]=[CH:11][C:12]([CH2:15][CH2:16][C:17]([OH:19])=[O:18])=[CH:13][CH:14]=1)[C:2]1[CH:3]=[CH:4][CH:5]=[CH:6][CH:7]=1. The yield is 0.980. (5) The reactants are C[O:2][C:3](=[O:24])[C:4]1[CH:9]=[C:8]([C:10]2[S:11][CH:12]=[C:13]([C:15]3[CH:20]=[CH:19][C:18]([Cl:21])=[C:17]([Cl:22])[CH:16]=3)[N:14]=2)[CH:7]=[CH:6][C:5]=1Br.[F:25][C:26]1[CH:27]=[CH:28][C:29](B(O)O)=[N:30][CH:31]=1. No catalyst specified. The product is [Cl:22][C:17]1[CH:16]=[C:15]([C:13]2[N:14]=[C:10]([C:8]3[CH:7]=[CH:6][C:5]([C:29]4[CH:28]=[CH:27][C:26]([F:25])=[CH:31][N:30]=4)=[C:4]([CH:9]=3)[C:3]([OH:2])=[O:24])[S:11][CH:12]=2)[CH:20]=[CH:19][C:18]=1[Cl:21]. The yield is 0.0400.